Dataset: Experimentally validated miRNA-target interactions with 360,000+ pairs, plus equal number of negative samples. Task: Binary Classification. Given a miRNA mature sequence and a target amino acid sequence, predict their likelihood of interaction. (1) The miRNA is mmu-miR-5123 with sequence UGUAGAUCCAUAUGCCAUGGUGUG. The protein sequence of the target gene is MSQSGAVSCCPGATNGSLGRSDGVAKMSPKDLFEQRKKYSNSNVIMHETSQYHVQHLATFIMDKSEAITSVDDAIRKLVQLSSKEKIWTQEMLLQVNDQSLRLLDIESQEELEDFPLPTVQRSQTVLNQLRYPSVLLLVCQDSEQSKPDVHFFHCDEVEAELVHEDIESALADCRLGKKMRPQTLKGHQEKIRQRQSILPPPQGPAPIPFQHRGGDSPEAKNRVGPQVPLSEPGFRRRESQEEPRAVLAQKIEKETQILNCALDDIEWFVARLQKAAEAFKQLNQRKKGKKKGKKAPAEG.... Result: 0 (no interaction). (2) The miRNA is hsa-miR-503-3p with sequence GGGGUAUUGUUUCCGCUGCCAGG. The protein sequence of the target gene is MMLSCLFLLKALLALGSLESWITAGEHAKEGECPPHKNPCKELCQGDELCPAEQKCCTTGCGRICRDIPKGRKRDCPRVIRKQSCLKRCITDETCPGVKKCCTLGCNKSCVVPISKQKLAEFGGECPADPLPCEELCDGDASCPQGHKCCSTGCGRTCLGDIEGGRGGDCPKVLVGLCIVGCVMDENCQAGEKCCKSGCGRFCVPPVLPPKLTMNPNWTVRSDSELEIPVP. Result: 0 (no interaction). (3) The miRNA is hsa-miR-501-5p with sequence AAUCCUUUGUCCCUGGGUGAGA. The protein sequence of the target gene is MDTILVFSLIIASYDANKKDLRDSSCRLEQLPGIFPKDVRSIRELQMQETHTETKRTTFIQNRTIATLQCLGSDSKVKVNLVYLERRPKVKHILKNLRIIAAPRRNSSASSSCHLIPTSKFQTGSLLKGKAFLPGISQCKVLGASSETFPTTAPSITPGNKEGEKTTSTDTDENLEKRQKWSIVVKILIAVTLLLSGVAIIVFVIFEVPCPYQCLGARKLCQCQWLWRWQKKGGQPPGTAESKPDSQPQKVGQDAANSSNPKKAAEITVIHQTYF. Result: 0 (no interaction). (4) The miRNA is hsa-miR-6768-5p with sequence CACACAGGAAAAGCGGGGCCCUG. The protein sequence of the target gene is MGYDVTRFQGDVDEDLICPICSGVLEEPVQAPHCEHAFCNACITQWFSQQQTCPVDRSVVTVAHLRPVPRIMRNMLSKLQIACDNAVFGCSAVVRLDNLMSHLSDCEHNPKRPVTCEQGCGLEMPKDELPNHNCIKHLRSVVQQQQSRIAELEKTSAEHKHQLAEQKRDIQLLKAYMRAIRSVNPNLQNLEETIEYNEILEWVNSLQPARVTRWGGMISTPDAVLQAVIKRSLVESGCPASIVNELIENAHERSWPQGLATLETRQMNRRYYENYVAKRIPGKQAVVVMACENQHMGDDM.... Result: 0 (no interaction). (5) The miRNA is mmu-miR-9-5p with sequence UCUUUGGUUAUCUAGCUGUAUGA. The protein sequence of the target gene is MAEGGASKGEEPEKLPGLAEDEPQVLHGTGHCKWFNVRMGFGFISMISREGNPLDIPVDVFVHQSKLFMEGFRSLKEGEPVEFTFKKSPKGLESIRVTGPGGSPCLGSERRPKGKTLQKRKPKGDRCYNCGGLDHHAKECSLPPQPKKCHYCQSIMHMVANCPHKLAAQLPASSQGRQEAESQPCSSAAPREVGGGHGCTVLFPQEVKSEMAEHSDRSPQEVSSTKAFAAIGEQNKKGPLIQKRKKT. Result: 1 (interaction). (6) The miRNA is hsa-miR-6716-3p with sequence UCCGAACUCUCCAUUCCUCUGC. The protein sequence of the target gene is MTRGFAPILPVEFHKMGSFRRPRPRFMSSPVLSDLPRFQAARQALQLSSSSAWNSVQTAVINVFKGGGLQSNELYALNENIRRLLKSELGSFITDYFQNQLLAKGLFFVEEKIKLCEGENRIEVLAEVWDHFFTETLPTLQAIFYPVQGQELTIRQISLLGFRDLVLLKVKLGDLLLLAQSKLPSSIVQMLLILQSVHEPTGPSESYLQLEELVKQVVSPFLGISGDRSFSGPTYTLARRHSRVRPKVTVLNYASPITAVSRPLNEMVLTPLTEQEGEAYLEKCGSVRRHTVANAHSDIQ.... Result: 0 (no interaction). (7) The protein sequence of the target gene is MAGPRACAPLLLLLLLGELLAAAGAQRVGLPGPPGPPGPPGKPGQDGIDGEAGPPGLPGPPGPKGAPGKPGKPGEAGLPGLPGVDGLTGRDGPPGPKGAPGERGSLGPPGPPGLGGKGLPGPPGEAGVSGPPGGIGLRGPPGPSGLPGLPGPPGPPGPPGHPGVLPEGATDLQCPSICPPGPPGPPGMPGFKGPTGYKGEQGEVGKDGEKGDPGPPGPAGLPGSVGLQGPRGLRGLPGPLGPPGDRGPIGFRGPPGIPGAPGKAGDRGERGPEGFRGPKGDLGRPGPKGTPGVAGPSGEP.... The miRNA is mmu-miR-874-3p with sequence CUGCCCUGGCCCGAGGGACCGA. Result: 0 (no interaction). (8) The miRNA is hsa-miR-376a-5p with sequence GUAGAUUCUCCUUCUAUGAGUA. The protein sequence of the target gene is MAENKGGGEAESGGGGSGSAPVTAGAAGPTAQEAEPPLAAVLVEEEEEEGGRAGAEGGAAGPDDGGVAAASSSSAPAASVPAASVGSAVPGGAASTPAPAAAPAPAPAPAPAPAPAPAPAPAPGSSSGPPLGPPASLLDTCAVCQQSLQSRREAEPKLLPCLHSFCLRCLPEPERQLSVPIPGGSNGDVQQVGVIRCPVCRQECRQIDLVDNYFVKDTSEAPSSSDEKSEQVCTSCEDNASAVGFCVECGEWLCKTCIEAHQRVKFTKDHLIRKKEDVSESVGTSGQRPVFCPVHKQEQL.... Result: 0 (no interaction).